Dataset: Full USPTO retrosynthesis dataset with 1.9M reactions from patents (1976-2016). Task: Predict the reactants needed to synthesize the given product. (1) Given the product [CH3:1][N:2]1[C:10]2[CH:9]=[CH:8][CH:7]=[C:6]([NH2:11])[C:5]=2[CH:4]=[N:3]1, predict the reactants needed to synthesize it. The reactants are: [CH3:1][N:2]1[C:10]2[C:5](=[C:6]([N+:11]([O-])=O)[CH:7]=[CH:8][CH:9]=2)[CH:4]=[N:3]1. (2) Given the product [Br:1][C:2]1[CH:7]=[CH:6][C:5]2[C:11](=[O:12])[O:9][CH2:8][C:4]=2[C:3]=1[CH3:10], predict the reactants needed to synthesize it. The reactants are: [Br:1][C:2]1[C:3]([CH3:10])=[C:4]([CH2:8][OH:9])[CH:5]=[CH:6][CH:7]=1.[C:11](O)(C(F)(F)F)=[O:12].FC(F)(F)C([O-])=O.[Tl+].[Cl-].[Li+].[O-2].[Mg+2]. (3) Given the product [ClH:22].[CH3:16][N:15]([CH3:17])[C:14]([CH:11]1[CH2:10][CH2:9][NH:8][CH2:13][CH2:12]1)=[O:18], predict the reactants needed to synthesize it. The reactants are: C(OC([N:8]1[CH2:13][CH2:12][CH:11]([C:14](=[O:18])[N:15]([CH3:17])[CH3:16])[CH2:10][CH2:9]1)=O)(C)(C)C.CO.C(Cl)(Cl)[Cl:22]. (4) Given the product [CH:18]1([C:21]2[C:22]([N:28]3[CH2:33][CH2:32][N:31]([C:11]([C:10]4[CH:9]=[CH:8][C:7]([N:3]5[CH2:4][CH2:5][CH2:6][S:2]5(=[O:1])=[O:16])=[CH:15][CH:14]=4)=[O:13])[CH2:30][CH2:29]3)=[N:23][CH:24]=[C:25]([CH3:27])[CH:26]=2)[CH2:19][CH2:20]1, predict the reactants needed to synthesize it. The reactants are: [O:1]=[S:2]1(=[O:16])[CH2:6][CH2:5][CH2:4][N:3]1[C:7]1[CH:15]=[CH:14][C:10]([C:11]([OH:13])=O)=[CH:9][CH:8]=1.Cl.[CH:18]1([C:21]2[C:22]([N:28]3[CH2:33][CH2:32][NH:31][CH2:30][CH2:29]3)=[N:23][CH:24]=[C:25]([CH3:27])[CH:26]=2)[CH2:20][CH2:19]1. (5) Given the product [NH2:1][C:2]1[CH:3]=[CH:4][C:5]([CH3:22])=[C:6]([NH:8][C:9]([C:11]2[CH:12]=[C:13]3[C:18](=[CH:19][CH:20]=2)[NH:17][CH2:16][NH:15][C:14]3=[O:21])=[O:10])[CH:7]=1, predict the reactants needed to synthesize it. The reactants are: [NH2:1][C:2]1[CH:3]=[CH:4][C:5]([CH3:22])=[C:6]([NH:8][C:9]([C:11]2[CH:12]=[C:13]3[C:18](=[CH:19][CH:20]=2)[N:17]=[CH:16][NH:15][C:14]3=[O:21])=[O:10])[CH:7]=1. (6) Given the product [Br:1][C:2]1[CH:3]=[C:4]2[C:5](=[CH:9][CH:10]=1)[C:6](=[O:8])[N:17]([CH2:16][CH2:15][O:14][CH3:13])[CH2:11]2, predict the reactants needed to synthesize it. The reactants are: [Br:1][C:2]1[CH:10]=[CH:9][C:5]([C:6]([O-:8])=O)=[C:4]([CH2:11]Br)[CH:3]=1.[CH3:13][O:14][CH2:15][CH2:16][NH2:17]. (7) Given the product [Cl:16][C:17]1[CH:22]=[CH:21][C:20]([NH:23][C:24]([N:8]2[CH2:7][CH2:6][N:5]([C:9]([O:11][C:12]([CH3:15])([CH3:14])[CH3:13])=[O:10])[CH2:4][CH:3]2[CH2:2][OH:1])=[O:25])=[CH:19][CH:18]=1, predict the reactants needed to synthesize it. The reactants are: [OH:1][CH2:2][CH:3]1[NH:8][CH2:7][CH2:6][N:5]([C:9]([O:11][C:12]([CH3:15])([CH3:14])[CH3:13])=[O:10])[CH2:4]1.[Cl:16][C:17]1[CH:22]=[CH:21][C:20]([N:23]=[C:24]=[O:25])=[CH:19][CH:18]=1. (8) Given the product [C:7]([NH:11][C:12]1[N:6]2[C:2]([S:3][CH:4]=[CH:5]2)=[N:1][C:16]=1[C:15]1[CH:18]=[CH:19][CH:20]=[C:21]([Cl:22])[C:14]=1[Cl:13])([CH3:10])([CH3:9])[CH3:8], predict the reactants needed to synthesize it. The reactants are: [NH2:1][C:2]1[S:3][CH:4]=[CH:5][N:6]=1.[C:7]([N+:11]#[C-:12])([CH3:10])([CH3:9])[CH3:8].[Cl:13][C:14]1[C:21]([Cl:22])=[CH:20][CH:19]=[CH:18][C:15]=1[CH:16]=O. (9) Given the product [OH:36][C:32]1[CH:31]=[C:30]([NH:29][CH:2]=[C:3]2[C:11]3[C:6](=[CH:7][C:8]([C:12]([C:14]4[CH:15]=[C:16]([NH:20][C:21]([C:23]5[S:24][CH:25]=[CH:26][CH:27]=5)=[O:22])[CH:17]=[CH:18][CH:19]=4)=[O:13])=[CH:9][CH:10]=3)[NH:5][C:4]2=[O:28])[CH:35]=[CH:34][CH:33]=1, predict the reactants needed to synthesize it. The reactants are: O[CH:2]=[C:3]1[C:11]2[C:6](=[CH:7][C:8]([C:12]([C:14]3[CH:15]=[C:16]([NH:20][C:21]([C:23]4[S:24][CH:25]=[CH:26][CH:27]=4)=[O:22])[CH:17]=[CH:18][CH:19]=3)=[O:13])=[CH:9][CH:10]=2)[NH:5][C:4]1=[O:28].[NH2:29][C:30]1[CH:31]=[C:32]([OH:36])[CH:33]=[CH:34][CH:35]=1. (10) Given the product [Br:25][C:26]1[CH:27]=[CH:28][C:29]([N:32]2[CH2:37][CH2:36][N:35]([C:46](=[O:47])[CH2:45][N:42]3[C:43]([CH3:44])=[C:39]([Cl:38])[C:40]([C:49]([F:52])([F:51])[F:50])=[N:41]3)[CH2:34][CH2:33]2)=[CH:30][CH:31]=1, predict the reactants needed to synthesize it. The reactants are: CN(C(ON1N=NC2C=CC=NC1=2)=[N+](C)C)C.F[P-](F)(F)(F)(F)F.[Br:25][C:26]1[CH:31]=[CH:30][C:29]([N:32]2[CH2:37][CH2:36][NH:35][CH2:34][CH2:33]2)=[CH:28][CH:27]=1.[Cl:38][C:39]1[C:40]([C:49]([F:52])([F:51])[F:50])=[N:41][N:42]([CH2:45][C:46](O)=[O:47])[C:43]=1[CH3:44].